Regression. Given two drug SMILES strings and cell line genomic features, predict the synergy score measuring deviation from expected non-interaction effect. From a dataset of NCI-60 drug combinations with 297,098 pairs across 59 cell lines. (1) Drug 1: CCC1=CC2CC(C3=C(CN(C2)C1)C4=CC=CC=C4N3)(C5=C(C=C6C(=C5)C78CCN9C7C(C=CC9)(C(C(C8N6C)(C(=O)OC)O)OC(=O)C)CC)OC)C(=O)OC.C(C(C(=O)O)O)(C(=O)O)O. Drug 2: CN(CC1=CN=C2C(=N1)C(=NC(=N2)N)N)C3=CC=C(C=C3)C(=O)NC(CCC(=O)O)C(=O)O. Cell line: ACHN. Synergy scores: CSS=63.6, Synergy_ZIP=-5.62, Synergy_Bliss=-3.59, Synergy_Loewe=-11.4, Synergy_HSA=0.913. (2) Synergy scores: CSS=5.79, Synergy_ZIP=-6.66, Synergy_Bliss=-7.64, Synergy_Loewe=-14.0, Synergy_HSA=-6.87. Drug 1: CCC1(CC2CC(C3=C(CCN(C2)C1)C4=CC=CC=C4N3)(C5=C(C=C6C(=C5)C78CCN9C7C(C=CC9)(C(C(C8N6C=O)(C(=O)OC)O)OC(=O)C)CC)OC)C(=O)OC)O.OS(=O)(=O)O. Cell line: HCC-2998. Drug 2: COCCOC1=C(C=C2C(=C1)C(=NC=N2)NC3=CC=CC(=C3)C#C)OCCOC.Cl. (3) Cell line: SR. Drug 1: CC1OCC2C(O1)C(C(C(O2)OC3C4COC(=O)C4C(C5=CC6=C(C=C35)OCO6)C7=CC(=C(C(=C7)OC)O)OC)O)O. Synergy scores: CSS=56.8, Synergy_ZIP=-3.43, Synergy_Bliss=-5.73, Synergy_Loewe=-5.66, Synergy_HSA=-3.49. Drug 2: CC1CCC2CC(C(=CC=CC=CC(CC(C(=O)C(C(C(=CC(C(=O)CC(OC(=O)C3CCCCN3C(=O)C(=O)C1(O2)O)C(C)CC4CCC(C(C4)OC)O)C)C)O)OC)C)C)C)OC. (4) Drug 1: C1C(C(OC1N2C=C(C(=O)NC2=O)F)CO)O. Drug 2: CC1=C(C=C(C=C1)C(=O)NC2=CC(=CC(=C2)C(F)(F)F)N3C=C(N=C3)C)NC4=NC=CC(=N4)C5=CN=CC=C5. Cell line: SNB-19. Synergy scores: CSS=21.4, Synergy_ZIP=-6.42, Synergy_Bliss=-1.89, Synergy_Loewe=-19.9, Synergy_HSA=-1.69.